From a dataset of Blood-brain barrier penetration binary classification data from Martins et al.. Regression/Classification. Given a drug SMILES string, predict its absorption, distribution, metabolism, or excretion properties. Task type varies by dataset: regression for continuous measurements (e.g., permeability, clearance, half-life) or binary classification for categorical outcomes (e.g., BBB penetration, CYP inhibition). Dataset: bbb_martins. (1) The drug is Clc1ccc(N2CCN(C/C=C/c3ccccc3)CC2)nn1. The result is 1 (penetrates BBB). (2) The result is 1 (penetrates BBB). The compound is CCCCN1C(=O)C2C(=O)N(CCCCN3CCN(c4ccccc4OC)CC3)C(=O)C(C1=O)C2(C)C. (3) The compound is c1ccc2oc(-c3ccncc3)cc2c1. The result is 1 (penetrates BBB). (4) The molecule is CC(=O)[C@@]1(O)[C@H](O)C[C@H]2[C@@H]3CCC4=CC(=O)C=C[C@]4(C)[C@@]3(F)[C@@H](O)C[C@@]21C. The result is 1 (penetrates BBB).